Predict which catalyst facilitates the given reaction. From a dataset of Catalyst prediction with 721,799 reactions and 888 catalyst types from USPTO. Reactant: [O:1]1[C:5]2[CH:6]=[CH:7][CH:8]=[CH:9][C:4]=2[CH:3]=[CH:2]1.[Li]C(C)(C)C.[I:15]I. Product: [I:15][C:2]1[O:1][C:5]2[CH:6]=[CH:7][CH:8]=[CH:9][C:4]=2[CH:3]=1. The catalyst class is: 56.